This data is from Catalyst prediction with 721,799 reactions and 888 catalyst types from USPTO. The task is: Predict which catalyst facilitates the given reaction. (1) Reactant: [CH3:1][O:2][CH2:3][CH2:4][O:5][C:6]1[CH:39]=[CH:38][C:9]([CH2:10][O:11][C:12]2[CH:17]=[CH:16][CH:15]=[CH:14][C:13]=2[C:18]2[N:23]=[C:22]([N:24]3[C:28]([C:29]([F:32])([F:31])[F:30])=[C:27]([C:33]([O:35]CC)=[O:34])[CH:26]=[N:25]3)[CH:21]=[CH:20][CH:19]=2)=[CH:8][CH:7]=1.[OH-].[Na+]. Product: [CH3:1][O:2][CH2:3][CH2:4][O:5][C:6]1[CH:7]=[CH:8][C:9]([CH2:10][O:11][C:12]2[CH:17]=[CH:16][CH:15]=[CH:14][C:13]=2[C:18]2[N:23]=[C:22]([N:24]3[C:28]([C:29]([F:30])([F:31])[F:32])=[C:27]([C:33]([OH:35])=[O:34])[CH:26]=[N:25]3)[CH:21]=[CH:20][CH:19]=2)=[CH:38][CH:39]=1. The catalyst class is: 14. (2) Reactant: [N:1]([CH2:4][CH:5]1[CH2:9][C:8]2[CH:10]=[CH:11][CH:12]=[C:13]([Cl:14])[C:7]=2[O:6]1)=[N+]=[N-]. Product: [Cl:14][C:13]1[C:7]2[O:6][CH:5]([CH2:4][NH2:1])[CH2:9][C:8]=2[CH:10]=[CH:11][CH:12]=1. The catalyst class is: 29.